Dataset: Full USPTO retrosynthesis dataset with 1.9M reactions from patents (1976-2016). Task: Predict the reactants needed to synthesize the given product. (1) Given the product [Br:9][C:10]1[CH:15]=[CH:14][C:13]([CH:16]([CH3:31])[C:17]([C:19]2[CH:30]=[CH:29][C:22]3[N:23]([CH3:28])[C:24](=[O:27])[N:25]([CH3:26])[C:21]=3[CH:20]=2)=[O:18])=[C:12]([Cl:32])[CH:11]=1, predict the reactants needed to synthesize it. The reactants are: C[N+]1([O-])CCOCC1.[Br:9][C:10]1[CH:15]=[CH:14][C:13]([CH:16]([CH3:31])[CH:17]([C:19]2[CH:30]=[CH:29][C:22]3[N:23]([CH3:28])[C:24](=[O:27])[N:25]([CH3:26])[C:21]=3[CH:20]=2)[OH:18])=[C:12]([Cl:32])[CH:11]=1. (2) Given the product [F:8][C:9]1[C:10]([CH:23]2[CH2:28][CH2:27][N:26]([CH:29]3[CH2:32][O:31][CH2:30]3)[CH2:25][CH2:24]2)=[C:11]([NH2:15])[CH:12]=[N:13][CH:14]=1, predict the reactants needed to synthesize it. The reactants are: C(O)(C(F)(F)F)=O.[F:8][C:9]1[C:10]([CH:23]2[CH2:28][CH2:27][N:26]([CH:29]3[CH2:32][O:31][CH2:30]3)[CH2:25][CH2:24]2)=[C:11]([NH:15]C(=O)OC(C)(C)C)[CH:12]=[N:13][CH:14]=1. (3) Given the product [CH3:7][N:14]1[C:22]2[C:17](=[CH:18][CH:19]=[CH:20][CH:21]=2)[C:16]([Si:23]([CH2:28][CH3:29])([CH2:26][CH3:27])[CH2:24][CH3:25])=[CH:15]1, predict the reactants needed to synthesize it. The reactants are: CC([O-])(C)C.[K+].[CH2:7]([N:14]1[C:22]2[C:17](=[CH:18][CH:19]=[CH:20][CH:21]=2)[CH:16]=[CH:15]1)C1C=CC=CC=1.[SiH:23]([CH2:28][CH3:29])([CH2:26][CH3:27])[CH2:24][CH3:25]. (4) Given the product [OH:26][C:25]1[CH:24]=[CH:23][C:22]([CH:28]=[O:29])=[CH:21][C:20]=1[O:19][CH:16]([CH3:18])[CH3:17], predict the reactants needed to synthesize it. The reactants are: [Li].ClP(C1C=CC=CC=1)C1C=CC=CC=1.[CH:16]([O:19][C:20]1[CH:21]=[C:22]([CH:28]2OCC[O:29]2)[CH:23]=[CH:24][C:25]=1[O:26]C)([CH3:18])[CH3:17]. (5) Given the product [CH3:14][C:15]([CH3:18])=[CH:16][CH2:1][CH2:2]/[C:3](/[CH3:5])=[CH:8]/[CH2:9][CH2:14]/[C:15](/[CH3:18])=[CH:16]/[CH2:1][CH2:9]/[CH:8]=[C:3](\[CH3:5])/[CH2:2][CH2:1]/[CH:16]=[C:15](\[CH3:18])/[CH2:14][CH2:9][CH:8]=[C:3]([CH3:5])[CH3:2], predict the reactants needed to synthesize it. The reactants are: [C:1]([O-])(=O)[CH2:2][C:3]([CH2:8][C:9]([O-])=O)([C:5]([O-])=O)O.[CH2:14](O)[C:15](N)([CH2:18]O)[CH2:16]O.OP([O-])(O)=O.OP([O-])([O-])=O.[Na+].[Na+].[Na+].[Cl-].[Cl-].[K+].[K+].